Dataset: Reaction yield outcomes from USPTO patents with 853,638 reactions. Task: Predict the reaction yield, written as a fraction of the theoretical maximum amount of product (1.0 means a 100% yield; for example, 0.34 means a 34% yield). The reactants are O=C[C:3]([O:5][CH2:6][CH3:7])=O.COC1C=C(N)C(N)=CC=1.CO[C:20]1[CH:21]=[C:22]2[C:27](=CC=1)[NH:26][C:25](=[O:30])[CH:24]=[N:23]2. The catalyst is C1(C)C=CC=CC=1.C(O)C. The product is [CH3:3][O:5][C:6]1[CH:7]=[C:27]2[C:22]([N:23]=[CH:24][C:25](=[O:30])[NH:26]2)=[CH:21][CH:20]=1. The yield is 0.420.